This data is from Reaction yield outcomes from USPTO patents with 853,638 reactions. The task is: Predict the reaction yield, written as a fraction of the theoretical maximum amount of product (1.0 means a 100% yield; for example, 0.34 means a 34% yield). The reactants are [OH:1][C:2]1[C:19]2[CH2:18][C@@:17]([OH:24])([C:20](=[O:23])[CH2:21][OH:22])[CH2:16][C@H:15]([O:25][C@@H:26]3[O:40][C@@H:39]([CH3:41])[C@H:29]4[O:30][C@H:31]5[N:36]([C@H:28]4[CH2:27]3)[CH2:35][CH2:34][O:33][C@@H:32]5[O:37][CH3:38])[C:14]=2[C:13]([OH:42])=[C:12]2[C:3]=1[C:4](=[O:46])[C:5]1[CH:6]=[CH:7][CH:8]=[C:9]([O:44][CH3:45])[C:10]=1[C:11]2=[O:43].[O:47]1[CH:52]=[CH:51][CH2:50][CH2:49][CH:48]1[CH2:53][O:54][CH2:55][C:56]([O:58][CH2:59][CH3:60])=[O:57].C1(C)C=CC(S(O)(=O)=O)=CC=1.C(=O)(O)[O-].[Na+]. The catalyst is ClCCl.CO. The product is [CH2:59]([O:58][C:56](=[O:57])[CH2:55][O:54][CH2:53][CH:48]1[CH2:49][CH2:50][CH2:51][CH:52]([O:22][CH2:21][C:20](=[O:23])[C@@:17]2([OH:24])[CH2:16][C@H:15]([O:25][C@@H:26]3[O:40][C@@H:39]([CH3:41])[C@H:29]4[O:30][C@H:31]5[N:36]([C@H:28]4[CH2:27]3)[CH2:35][CH2:34][O:33][C@@H:32]5[O:37][CH3:38])[C:14]3[C:19](=[C:2]([OH:1])[C:3]4[C:4](=[O:46])[C:5]5[C:10]([C:11](=[O:43])[C:12]=4[C:13]=3[OH:42])=[C:9]([O:44][CH3:45])[CH:8]=[CH:7][CH:6]=5)[CH2:18]2)[O:47]1)[CH3:60]. The yield is 0.620.